This data is from Retrosynthesis with 50K atom-mapped reactions and 10 reaction types from USPTO. The task is: Predict the reactants needed to synthesize the given product. (1) Given the product CCOC(=O)c1cnn2c(N)c(-c3ccc(N)cc3)cnc12, predict the reactants needed to synthesize it. The reactants are: CCOC(=O)c1cnn2c(N)c(-c3ccc([N+](=O)[O-])cc3)cnc12. (2) Given the product CC(C)NC[C@H]1O[C@@H](n2cnc3cncnc32)[C@@H]2OC(C)(C)O[C@H]12, predict the reactants needed to synthesize it. The reactants are: CC(C)I.CC1(C)O[C@@H]2[C@@H](CN)O[C@@H](n3cnc4cncnc43)[C@@H]2O1.